This data is from Full USPTO retrosynthesis dataset with 1.9M reactions from patents (1976-2016). The task is: Predict the reactants needed to synthesize the given product. (1) Given the product [NH2:35][C:11]1[CH:10]=[C:9]([O:8][CH2:1][C:2]2[CH:3]=[CH:4][CH:5]=[CH:6][CH:7]=2)[C:14]([O:15][CH3:16])=[CH:13][C:12]=1[CH:17]([NH:26][C:27]1[CH:28]=[CH:29][C:30]([C:33]#[N:34])=[CH:31][CH:32]=1)[CH2:18][NH:19][S:20]([CH2:23][CH2:24][CH3:25])(=[O:22])=[O:21], predict the reactants needed to synthesize it. The reactants are: [CH2:1]([O:8][C:9]1[C:14]([O:15][CH3:16])=[CH:13][C:12]([CH:17]([NH:26][C:27]2[CH:32]=[CH:31][C:30]([C:33]#[N:34])=[CH:29][CH:28]=2)[CH2:18][NH:19][S:20]([CH2:23][CH2:24][CH3:25])(=[O:22])=[O:21])=[C:11]([N+:35]([O-])=O)[CH:10]=1)[C:2]1[CH:7]=[CH:6][CH:5]=[CH:4][CH:3]=1. (2) Given the product [NH2:1][C:2]1[N:3]=[C:4]([S:16][CH2:17][CH2:18][CH2:19][CH3:20])[C:5]([C:14]#[N:15])=[C:6]([C:8]2[CH:13]=[CH:12][CH:11]=[CH:10][CH:9]=2)[N:7]=1, predict the reactants needed to synthesize it. The reactants are: [NH2:1][C:2]1[NH:3][C:4](=[S:16])[C:5]([C:14]#[N:15])=[C:6]([C:8]2[CH:13]=[CH:12][CH:11]=[CH:10][CH:9]=2)[N:7]=1.[CH2:17](Br)[CH2:18][CH2:19][CH3:20].CC[O-].[Na+]. (3) Given the product [CH3:1][O:2][C:3]([C:5]1[C:6]([OH:23])=[C:7]2[C:12](=[C:13]([Br:24])[N:14]=1)[N:11]([CH2:15][C:16]1[CH:21]=[CH:20][CH:19]=[CH:18][CH:17]=1)[C:10](=[O:22])[CH2:9][CH2:8]2)=[O:4], predict the reactants needed to synthesize it. The reactants are: [CH3:1][O:2][C:3]([C:5]1[C:6]([OH:23])=[C:7]2[C:12](=[CH:13][N:14]=1)[N:11]([CH2:15][C:16]1[CH:21]=[CH:20][CH:19]=[CH:18][CH:17]=1)[C:10](=[O:22])[CH2:9][CH2:8]2)=[O:4].[Br:24]N1C(=O)CCC1=O. (4) Given the product [Cl:17][C:4]1[N:3]=[C:2]([C:23]#[C:22][CH2:21][CH2:20][CH2:19][CH2:18][OH:24])[C:7]([NH:8][C:9](=[O:15])[O:10][C:11]([CH3:14])([CH3:13])[CH3:12])=[CH:6][C:5]=1[F:16], predict the reactants needed to synthesize it. The reactants are: Cl[C:2]1[C:7]([NH:8][C:9](=[O:15])[O:10][C:11]([CH3:14])([CH3:13])[CH3:12])=[CH:6][C:5]([F:16])=[C:4]([Cl:17])[N:3]=1.[CH2:18]([OH:24])[CH2:19][CH2:20][CH2:21][C:22]#[CH:23].C1(N(C)C2CCCCC2)CCCCC1. (5) Given the product [CH3:47][O:46][C:36](=[O:45])[C@H:37]([O:1][C:2]1[C:3](=[O:35])[N:4]([C:28]2[N:29]=[N:30][C:31]([CH3:34])=[CH:32][CH:33]=2)[C@H:5]([C:18]2[CH:23]=[CH:22][C:21]([C:24]([F:26])([F:27])[F:25])=[CH:20][CH:19]=2)[C:6]=1[C:7](=[O:17])[C:8]1[CH:13]=[CH:12][C:11]([CH:14]([CH3:16])[CH3:15])=[CH:10][CH:9]=1)[C:39]1[CH:40]=[CH:41][CH:42]=[CH:43][CH:44]=1, predict the reactants needed to synthesize it. The reactants are: [OH:1][C:2]1[C:3](=[O:35])[N:4]([C:28]2[N:29]=[N:30][C:31]([CH3:34])=[CH:32][CH:33]=2)[CH:5]([C:18]2[CH:23]=[CH:22][C:21]([C:24]([F:27])([F:26])[F:25])=[CH:20][CH:19]=2)[C:6]=1[C:7](=[O:17])[C:8]1[CH:13]=[CH:12][C:11]([CH:14]([CH3:16])[CH3:15])=[CH:10][CH:9]=1.[C:36]([O:46][CH3:47])(=[O:45])[C@H:37]([C:39]1[CH:44]=[CH:43][CH:42]=[CH:41][CH:40]=1)O.